From a dataset of Retrosynthesis with 50K atom-mapped reactions and 10 reaction types from USPTO. Predict the reactants needed to synthesize the given product. (1) The reactants are: CC(C)(C)OC(=O)OC(=O)OC(C)(C)C.CN[C@H]1CC[C@@H](c2ccc(Cl)c(Cl)c2)c2ccc(C(=O)OC)cc21. Given the product COC(=O)c1ccc2c(c1)[C@@H](N(C)C(=O)OC(C)(C)C)CC[C@H]2c1ccc(Cl)c(Cl)c1, predict the reactants needed to synthesize it. (2) Given the product COC(=O)[C@H](Cc1ccc(-c2ccccc2Oc2ccccc2)cc1)NC(=O)c1cc(Cl)ccc1N, predict the reactants needed to synthesize it. The reactants are: COC(=O)[C@@H](N)Cc1ccc(-c2ccccc2Oc2ccccc2)cc1.Nc1ccc(Cl)cc1C(=O)O.